This data is from Catalyst prediction with 721,799 reactions and 888 catalyst types from USPTO. The task is: Predict which catalyst facilitates the given reaction. (1) Reactant: [NH2:1][C:2]1[N:10]=[CH:9][CH:8]=[CH:7][C:3]=1[C:4]([OH:6])=O.ON1C2C=CC=CC=2N=N1.CCN=C=NCCCN(C)C.[O:32]1[C:36]2[CH:37]=[CH:38][C:39]([O:41][C:42]3[CH:49]=[CH:48][C:45]([CH2:46][NH2:47])=[CH:44][CH:43]=3)=[CH:40][C:35]=2[O:34][CH2:33]1.C(=O)(O)[O-].[Na+]. Product: [O:32]1[C:36]2[CH:37]=[CH:38][C:39]([O:41][C:42]3[CH:49]=[CH:48][C:45]([CH2:46][NH:47][C:4](=[O:6])[C:3]4[CH:7]=[CH:8][CH:9]=[N:10][C:2]=4[NH2:1])=[CH:44][CH:43]=3)=[CH:40][C:35]=2[O:34][CH2:33]1. The catalyst class is: 3. (2) The catalyst class is: 26. Product: [Cl:22][C:21]1[CH:20]=[CH:19][CH:18]=[C:17]([Cl:23])[C:16]=1[C:15]([NH:14][C:12]1[CH:11]=[CH:10][N:9]=[C:8]([NH:7][C:2]([NH:1][CH:4]([CH3:6])[CH3:5])=[O:3])[CH:13]=1)=[O:24]. Reactant: [N:1]([CH:4]([CH3:6])[CH3:5])=[C:2]=[O:3].[NH2:7][C:8]1[CH:13]=[C:12]([NH:14][C:15](=[O:24])[C:16]2[C:21]([Cl:22])=[CH:20][CH:19]=[CH:18][C:17]=2[Cl:23])[CH:11]=[CH:10][N:9]=1.C(N(C(C)C)CC)(C)C. (3) Reactant: [NH:1]1[C:9]2[C:4](=[CH:5][C:6]([NH:10][CH:11]3[CH2:16][CH2:15][C:14](=O)[CH2:13][CH2:12]3)=[CH:7][CH:8]=2)[CH:3]=[N:2]1.[CH2:18]([NH2:22])[CH:19]([CH3:21])[CH3:20].C(O[BH-](OC(=O)C)OC(=O)C)(=O)C.[Na+].Cl.CO. Product: [NH:1]1[C:9]2[C:4](=[CH:5][C:6]([NH:10][CH:11]3[CH2:16][CH2:15][CH:14]([NH:22][CH2:18][CH:19]([CH3:21])[CH3:20])[CH2:13][CH2:12]3)=[CH:7][CH:8]=2)[CH:3]=[N:2]1. The catalyst class is: 5. (4) Reactant: [Cl:1][C:2]1[C:7]([F:8])=[CH:6][CH:5]=[C:4]([Cl:9])[C:3]=1/[CH:10]=[N:11]/[N:12]1[C:20]2[C:15](=[N:16][CH:17]=[C:18]([C:21]3[CH:22]=[N:23][N:24]([CH:26]4[CH2:31][CH2:30][N:29](C(OC(C)(C)C)=O)[CH2:28][CH2:27]4)[CH:25]=3)[CH:19]=2)[CH:14]=[CH:13]1.Cl. Product: [Cl:1][C:2]1[C:7]([F:8])=[CH:6][CH:5]=[C:4]([Cl:9])[C:3]=1/[CH:10]=[N:11]/[N:12]1[C:20]2[C:15](=[N:16][CH:17]=[C:18]([C:21]3[CH:22]=[N:23][N:24]([CH:26]4[CH2:27][CH2:28][NH:29][CH2:30][CH2:31]4)[CH:25]=3)[CH:19]=2)[CH:14]=[CH:13]1. The catalyst class is: 5. (5) Reactant: C[Al](C)C.[CH:5]1([NH2:10])[CH2:9][CH2:8][CH2:7][CH2:6]1.[SH:11][C:12]1[CH:21]=[C:20]([O:22][CH3:23])[CH:19]=[CH:18][C:13]=1[C:14](OC)=[O:15]. Product: [CH:5]1([NH:10][C:14](=[O:15])[C:13]2[CH:18]=[CH:19][C:20]([O:22][CH3:23])=[CH:21][C:12]=2[SH:11])[CH2:9][CH2:8][CH2:7][CH2:6]1. The catalyst class is: 2. (6) Reactant: [CH:1]1[C:13]2[N:12]([C:14]3[CH:15]=[C:16]([NH:20][C:21]4[CH:26]=[CH:25][CH:24]=[C:23]([N:27]5[C:39]6[CH:38]=[CH:37][CH:36]=[CH:35][C:34]=6[C:33]6[C:28]5=[CH:29][CH:30]=[CH:31][CH:32]=6)[CH:22]=4)[CH:17]=[CH:18][CH:19]=3)[C:11]3[C:6](=[CH:7][CH:8]=[CH:9][CH:10]=3)[C:5]=2[CH:4]=[CH:3][CH:2]=1.Br[C:41]1[CH:46]=[CH:45][C:44]([C:47]2[CH:52]=[CH:51][C:50](Br)=[CH:49][CH:48]=2)=[CH:43][CH:42]=1.[CH3:54][C:55]([CH3:58])([O-])[CH3:56].[Na+].[C:60](P)([CH3:63])([CH3:62])[CH3:61]. Product: [CH:10]1[C:11]2[N:12]([C:14]3[CH:15]=[C:16]([N:20]([C:21]4[CH:26]=[CH:25][CH:24]=[C:23]([N:27]5[C:39]6[CH:38]=[CH:37][CH:36]=[CH:35][C:34]=6[C:33]6[C:28]5=[CH:29][CH:30]=[CH:31][CH:32]=6)[CH:22]=4)[C:41]4[CH:46]=[CH:45][C:44]([C:47]5[CH:52]=[CH:51][C:50]([N:20]([C:16]6[CH:17]=[CH:18][CH:19]=[C:14]([N:12]7[C:11]8[CH:10]=[CH:9][CH:8]=[CH:7][C:63]=8[C:60]8[C:62]7=[CH:5][CH:4]=[CH:3][CH:61]=8)[CH:15]=6)[C:21]6[CH:26]=[CH:25][CH:24]=[C:23]([N:27]7[C:28]8[CH:29]=[CH:30][CH:31]=[CH:32][C:58]=8[C:55]8[C:56]7=[CH:2][CH:1]=[CH:13][CH:54]=8)[CH:22]=6)=[CH:49][CH:48]=5)=[CH:43][CH:42]=4)[CH:17]=[CH:18][CH:19]=3)[C:13]3[C:5](=[CH:4][CH:3]=[CH:2][CH:1]=3)[C:6]=2[CH:7]=[CH:8][CH:9]=1. The catalyst class is: 11. (7) Reactant: Br[C:2]1[CH:3]=[C:4]2[C:8](=[CH:9][CH:10]=1)[NH:7][CH:6]=[C:5]2[C:11]#[N:12].[H-].[Na+].C([Li])(CC)C.C1CCCCC1.Cl.[C:27](=O)(O)[O-:28].[Na+]. Product: [CH:27]([C:2]1[CH:3]=[C:4]2[C:8](=[CH:9][CH:10]=1)[NH:7][CH:6]=[C:5]2[C:11]#[N:12])=[O:28]. The catalyst class is: 348.